The task is: Predict which catalyst facilitates the given reaction.. This data is from Catalyst prediction with 721,799 reactions and 888 catalyst types from USPTO. Reactant: [NH:1]1[C:9]2[C:4](=[CH:5][C:6]([NH:10][C:11]3[C:12]4[C:19]5[CH2:20][CH2:21][CH:22]([C:24]([O:26][CH2:27][CH3:28])=[O:25])[CH2:23][C:18]=5[S:17][C:13]=4[N:14]=[CH:15][N:16]=3)=[CH:7][CH:8]=2)[CH:3]=[N:2]1.NC1C=C2C(=CC=1[Cl:39])NN=C2.Cl.O1CCOCC1. Product: [Cl:39][C:7]1[CH:8]=[C:9]2[C:4]([CH:3]=[N:2][NH:1]2)=[CH:5][C:6]=1[NH:10][C:11]1[C:12]2[C:19]3[CH2:20][CH2:21][CH:22]([C:24]([O:26][CH2:27][CH3:28])=[O:25])[CH2:23][C:18]=3[S:17][C:13]=2[N:14]=[CH:15][N:16]=1. The catalyst class is: 40.